This data is from Full USPTO retrosynthesis dataset with 1.9M reactions from patents (1976-2016). The task is: Predict the reactants needed to synthesize the given product. (1) Given the product [NH2:1][C:4]1[CH:5]=[CH:6][C:7]([C:20]([F:21])([F:22])[F:23])=[C:8]([CH:19]=1)[C:9]([O:11][CH2:12][C:13]1[CH:18]=[CH:17][CH:16]=[CH:15][CH:14]=1)=[O:10], predict the reactants needed to synthesize it. The reactants are: [N+:1]([C:4]1[CH:5]=[CH:6][C:7]([C:20]([F:23])([F:22])[F:21])=[C:8]([CH:19]=1)[C:9]([O:11][CH2:12][C:13]1[CH:18]=[CH:17][CH:16]=[CH:15][CH:14]=1)=[O:10])([O-])=O.[Cl-].[NH4+]. (2) The reactants are: [CH2:1]([O:3][C:4](=[O:15])[CH:5]([OH:14])[CH:6]([C:8]1[CH:13]=[CH:12][CH:11]=[CH:10][CH:9]=1)[NH2:7])[CH3:2].C(O)(=O)C(C(C(O)=O)O)O. Given the product [CH2:1]([O:3][C:4](=[O:15])[C@H:5]([OH:14])[C@@H:6]([C:8]1[CH:13]=[CH:12][CH:11]=[CH:10][CH:9]=1)[NH2:7])[CH3:2], predict the reactants needed to synthesize it. (3) Given the product [CH:1]1([NH:6][C:7]2[C:12]([C:21]3[CH:20]=[C:19]([Cl:22])[N:18]=[N:17][C:16]=3[Cl:15])=[CH:11][N:10]=[C:9]([NH2:14])[N:8]=2)[CH2:5][CH2:4][CH2:3][CH2:2]1, predict the reactants needed to synthesize it. The reactants are: [CH:1]1([NH:6][C:7]2[C:12](I)=[CH:11][N:10]=[C:9]([NH2:14])[N:8]=2)[CH2:5][CH2:4][CH2:3][CH2:2]1.[Cl:15][C:16]1[N:17]=[N:18][C:19]([Cl:22])=[CH:20][CH:21]=1. (4) Given the product [CH3:1][NH:2][C:10]1[CH:11]=[CH:12][C:13]([C:16]([C:18]2[N:22]([CH3:23])[CH:21]=[N:20][CH:19]=2)=[O:17])=[CH:14][CH:15]=1, predict the reactants needed to synthesize it. The reactants are: [CH3:1][N:2]([C:10]1[CH:15]=[CH:14][C:13]([C:16]([C:18]2[N:22]([CH3:23])[CH:21]=[N:20][CH:19]=2)=[O:17])=[CH:12][CH:11]=1)C(=O)OC(C)(C)C.Cl.C([O-])(O)=O.[Na+]. (5) Given the product [ClH:24].[F:23][C:17]1[C:18]2[O:22][CH:21]=[CH:20][C:19]=2[C:14]([C:11]2[CH2:12][CH2:13][NH:8][CH2:9][CH:10]=2)=[CH:15][CH:16]=1, predict the reactants needed to synthesize it. The reactants are: C(OC([N:8]1[CH2:13][CH:12]=[C:11]([C:14]2[C:19]3[CH:20]=[CH:21][O:22][C:18]=3[C:17]([F:23])=[CH:16][CH:15]=2)[CH2:10][CH2:9]1)=O)(C)(C)C.[ClH:24]. (6) Given the product [F:12][C:10]1[CH:9]=[C:8]([F:13])[CH:7]=[C:6]2[C:11]=1[C:2]([N:35]1[C:29]3[C:30](=[N:31][CH:32]=[C:27]([N:24]4[CH2:25][CH2:26][O:21][CH2:22][CH2:23]4)[CH:28]=3)[C:33]3([CH2:40][CH2:39][O:38][CH2:37][CH2:36]3)[CH2:34]1)=[C:3]([CH3:20])[C:4]([N:14]1[CH2:18][CH2:17][CH2:16][C:15]1=[O:19])=[N:5]2, predict the reactants needed to synthesize it. The reactants are: Br[C:2]1[C:11]2[C:6](=[CH:7][C:8]([F:13])=[CH:9][C:10]=2[F:12])[N:5]=[C:4]([N:14]2[CH2:18][CH2:17][CH2:16][C:15]2=[O:19])[C:3]=1[CH3:20].[O:21]1[CH2:26][CH2:25][N:24]([C:27]2[CH:28]=[C:29]3[NH:35][CH2:34][C:33]4([CH2:40][CH2:39][O:38][CH2:37][CH2:36]4)[C:30]3=[N:31][CH:32]=2)[CH2:23][CH2:22]1. (7) Given the product [C:19]([C:11]1[N:10]([CH2:22][C@H:23]2[CH2:28][CH2:27][C@H:26]([CH3:29])[CH2:25][CH2:24]2)[C:9]2[C:13](=[N:14][C:15]([C:17]#[N:18])=[N:16][C:8]=2[NH:7][C@@H:5]([CH:1]2[CH2:4][CH2:3][CH2:2]2)[CH3:6])[N:12]=1)(=[O:21])[CH3:20], predict the reactants needed to synthesize it. The reactants are: [CH:1]1([C@H:5]([NH:7][C:8]2[N:16]=[C:15]([C:17]#[N:18])[N:14]=[C:13]3[C:9]=2[N:10]([CH2:22][C@H:23]2[CH2:28][CH2:27][C@H:26]([CH3:29])[CH2:25][CH2:24]2)[C:11]([CH:19]([OH:21])[CH3:20])=[N:12]3)[CH3:6])[CH2:4][CH2:3][CH2:2]1.CC(OI1(OC(C)=O)(OC(C)=O)OC(=O)C2C=CC=CC1=2)=O.